This data is from hERG potassium channel inhibition data for cardiac toxicity prediction from Karim et al.. The task is: Regression/Classification. Given a drug SMILES string, predict its toxicity properties. Task type varies by dataset: regression for continuous values (e.g., LD50, hERG inhibition percentage) or binary classification for toxic/non-toxic outcomes (e.g., AMES mutagenicity, cardiotoxicity, hepatotoxicity). Dataset: herg_karim. (1) The molecule is O=C1CCc2c(Oc3ccc4c(c3)C[C@H](NC(=O)c3cccc(C(F)(F)F)c3)CC4)ccnc2N1. The result is 0 (non-blocker). (2) The drug is Clc1ccc2c(c1)NC(N1CCNCC1)=c1ccccc1=N2. The result is 1 (blocker). (3) The molecule is c1ccc(C2(c3ccccc3)CC2C2=[NH+]CC[N]2)cc1. The result is 0 (non-blocker). (4) The compound is CCCCc1cc(OC2CCN(CCS(=O)(=O)CC)CC2)c2ncccc2c1.Cl.Cl. The result is 1 (blocker). (5) The drug is NC1Cn2c(nc3cnc(C(F)(F)F)cc32)CC1c1cc(F)c(F)cc1F. The result is 0 (non-blocker).